This data is from Forward reaction prediction with 1.9M reactions from USPTO patents (1976-2016). The task is: Predict the product of the given reaction. (1) Given the reactants [OH:1][C:2]1[CH:7]=[CH:6][C:5]([C:8](=O)/[CH:9]=[CH:10]/[C:11]2[CH:21]=[CH:20][C:14]([O:15][CH2:16][C:17]([OH:19])=[O:18])=[CH:13][CH:12]=2)=[CH:4][C:3]=1[CH3:23].[NH2:24][C:25]([NH2:27])=[O:26], predict the reaction product. The product is: [OH:1][C:2]1[CH:7]=[CH:6][C:5]([C:8]2[CH:9]=[C:10]([C:11]3[CH:21]=[CH:20][C:14]([O:15][CH2:16][C:17]([OH:19])=[O:18])=[CH:13][CH:12]=3)[NH:24][C:25](=[O:26])[N:27]=2)=[CH:4][C:3]=1[CH3:23]. (2) Given the reactants [F:1][C:2]1[CH:12]=[CH:11][CH:10]=[C:9]([F:13])[C:3]=1[C:4]([C:6]([OH:8])=[O:7])=O.B(Cl)(Cl)Cl.[C:18]1([CH2:24][C:25](=[O:27])[CH3:26])[CH:23]=[CH:22][CH:21]=[CH:20][CH:19]=1.Cl, predict the reaction product. The product is: [F:1][C:2]1[CH:12]=[CH:11][CH:10]=[C:9]([F:13])[C:3]=1[C:4]1[C:6](=[O:7])[O:8][C:25]([OH:27])([CH3:26])[C:24]=1[C:18]1[CH:23]=[CH:22][CH:21]=[CH:20][CH:19]=1.